From a dataset of Reaction yield outcomes from USPTO patents with 853,638 reactions. Predict the reaction yield, written as a fraction of the theoretical maximum amount of product (1.0 means a 100% yield; for example, 0.34 means a 34% yield). (1) The reactants are Cl[C:2]1[N:10]=[C:9]2[C:5]([N:6]=[CH:7][N:8]2[CH:11]([CH3:13])[CH3:12])=[C:4]([NH:14][CH2:15][C:16]2[CH:21]=[CH:20][C:19]([O:22][CH3:23])=[CH:18][CH:17]=2)[N:3]=1.[CH3:24][O:25][C:26]1[CH:32]=[CH:31][C:29]([NH2:30])=[CH:28][CH:27]=1.CC([O-])(C)C.[K+]. The catalyst is C1C=CC(/C=C/C(/C=C/C2C=CC=CC=2)=O)=CC=1.C1C=CC(/C=C/C(/C=C/C2C=CC=CC=2)=O)=CC=1.C1C=CC(/C=C/C(/C=C/C2C=CC=CC=2)=O)=CC=1.[Pd].[Pd]. The product is [CH3:24][O:25][C:26]1[CH:32]=[CH:31][C:29]([NH:30][C:2]2[N:10]=[C:9]3[C:5]([N:6]=[CH:7][N:8]3[CH:11]([CH3:13])[CH3:12])=[C:4]([NH:14][CH2:15][C:16]3[CH:21]=[CH:20][C:19]([O:22][CH3:23])=[CH:18][CH:17]=3)[N:3]=2)=[CH:28][CH:27]=1. The yield is 0.970. (2) The product is [F:16][C:17]1[CH:18]=[C:19]([N+:25]([O-:27])=[O:26])[CH:20]=[C:21]([F:24])[C:22]=1[N:2]1[CH2:7][CH2:6][C:5](=[O:8])[CH2:4][CH2:3]1. The catalyst is C(Cl)(Cl)Cl.O. The reactants are Cl.[NH:2]1[CH2:7][CH2:6][C:5](=[O:8])[CH2:4][CH2:3]1.C(N(CC)CC)C.[F:16][C:17]1[CH:18]=[C:19]([N+:25]([O-:27])=[O:26])[CH:20]=[C:21]([F:24])[C:22]=1F. The yield is 0.970. (3) The reactants are [Cl:1][C:2]1[CH:3]=[N:4][CH:5]=[CH:6][C:7]=1[CH2:8][NH:9][C:10]1[N:15]=[CH:14][C:13]([CH:16]=[O:17])=[CH:12][CH:11]=1.[C:18]([O:22][C:23](O[C:23]([O:22][C:18]([CH3:21])([CH3:20])[CH3:19])=[O:24])=[O:24])([CH3:21])([CH3:20])[CH3:19].C(N(CC)CC)C. The catalyst is ClCCl.CN(C)C1C=CN=CC=1. The product is [C:18]([O:22][C:23](=[O:24])[N:9]([CH2:8][C:7]1[CH:6]=[CH:5][N:4]=[CH:3][C:2]=1[Cl:1])[C:10]1[CH:11]=[CH:12][C:13]([CH:16]=[O:17])=[CH:14][N:15]=1)([CH3:21])([CH3:20])[CH3:19]. The yield is 0.400. (4) The reactants are [CH:1]([C:4]1[CH:9]=[CH:8][C:7]([CH:10]2[C:14]3[C:15]([CH3:28])=[C:16]([NH:21][C:22](=[O:27])[C:23](=[O:26])[CH2:24][CH3:25])[C:17]([CH3:20])=[C:18]([CH3:19])[C:13]=3[O:12][CH2:11]2)=[CH:6][CH:5]=1)([CH3:3])[CH3:2].[BH4-].[Na+].O. The product is [OH:26][CH:23]([CH2:24][CH3:25])[C:22]([NH:21][C:16]1[C:17]([CH3:20])=[C:18]([CH3:19])[C:13]2[O:12][CH2:11][CH:10]([C:7]3[CH:6]=[CH:5][C:4]([CH:1]([CH3:2])[CH3:3])=[CH:9][CH:8]=3)[C:14]=2[C:15]=1[CH3:28])=[O:27]. The catalyst is CO. The yield is 0.720. (5) The product is [N:1]([CH2:4][C:5]1[N:14]=[C:13]([Cl:20])[C:12]2[CH2:11][C:10]([CH3:17])([CH3:16])[CH2:9][CH2:8][C:7]=2[N:6]=1)=[N+:2]=[N-:3]. The reactants are [N:1]([CH2:4][C:5]1[NH:14][C:13](=O)[C:12]2[CH2:11][C:10]([CH3:17])([CH3:16])[CH2:9][CH2:8][C:7]=2[N:6]=1)=[N+:2]=[N-:3].P(Cl)(Cl)([Cl:20])=O. The yield is 0.830. The catalyst is C(Cl)(Cl)Cl. (6) The reactants are [N:1]1([C:6]([CH3:11])([CH3:10])[CH2:7][CH2:8][OH:9])[CH:5]=[CH:4][N:3]=[CH:2]1.C1C=CC(P(C2C=CC=CC=2)C2C=CC=CC=2)=CC=1.[Cl:31][C:32]1[CH:37]=[CH:36][C:35]([N:38]([C@H:42]2[C:51]3[C:46](=[CH:47][CH:48]=[CH:49][CH:50]=3)[N:45]([C:52](=[O:60])[C:53]3[CH:58]=[CH:57][C:56](O)=[CH:55][CH:54]=3)[C@@H:44]([CH3:61])[CH2:43]2)[C:39](=[O:41])[CH3:40])=[CH:34][CH:33]=1.CCOC(/N=N/C(OCC)=O)=O. The catalyst is C1C=CC=CC=1. The product is [Cl:31][C:32]1[CH:33]=[CH:34][C:35]([N:38]([C@H:42]2[C:51]3[C:46](=[CH:47][CH:48]=[CH:49][CH:50]=3)[N:45]([C:52](=[O:60])[C:53]3[CH:58]=[CH:57][C:56]([O:9][CH2:8][CH2:7][C:6]([N:1]4[CH:5]=[CH:4][N:3]=[CH:2]4)([CH3:11])[CH3:10])=[CH:55][CH:54]=3)[C@@H:44]([CH3:61])[CH2:43]2)[C:39](=[O:41])[CH3:40])=[CH:36][CH:37]=1. The yield is 0.460. (7) The reactants are [O:1]1CCC[CH2:2]1.Br[C:7]1[CH:21]=[CH:20][C:10]([CH2:11][O:12][C:13]2[C:18]([F:19])=[CH:17][CH:16]=[CH:15][N:14]=2)=[CH:9][CH:8]=1.C([Li])CCC.CN(C)C=O. The catalyst is O. The product is [F:19][C:18]1[C:13]([O:12][CH2:11][C:10]2[CH:20]=[CH:21][C:7]([CH:2]=[O:1])=[CH:8][CH:9]=2)=[N:14][CH:15]=[CH:16][CH:17]=1. The yield is 0.530. (8) The reactants are [F:1][C:2]1[C:10]([CH2:11][CH2:12][C:13]2[CH:14]=[N:15][C:16]([NH:19][C:20]3[CH:25]=[CH:24][N:23]=[C:22]([CH3:26])[CH:21]=3)=[N:17][CH:18]=2)=[CH:9][C:5]([C:6]([OH:8])=O)=[CH:4][C:3]=1[O:27][CH3:28].Cl.CN.[CH3:32][N:33](C(ON1N=NC2C=CC=NC1=2)=[N+](C)C)C.F[P-](F)(F)(F)(F)F.CCN(C(C)C)C(C)C. The catalyst is CN(C=O)C. The product is [F:1][C:2]1[C:10]([CH2:11][CH2:12][C:13]2[CH:18]=[N:17][C:16]([NH:19][C:20]3[CH:25]=[CH:24][N:23]=[C:22]([CH3:26])[CH:21]=3)=[N:15][CH:14]=2)=[CH:9][C:5]([C:6]([NH:33][CH3:32])=[O:8])=[CH:4][C:3]=1[O:27][CH3:28]. The yield is 0.308. (9) The reactants are [O:1]1[CH2:6]C[C:4](=O)[CH2:3][CH2:2]1.[CH2:8]([NH2:15])[C:9]1[CH:14]=[CH:13][CH:12]=[CH:11][CH:10]=1.[C:16]([OH:19])(=O)[CH3:17].[CH2:20]=O.[ClH:22]. The catalyst is CO.O1CCOCC1. The product is [ClH:22].[CH2:8]([N:15]1[CH2:4][CH:3]2[C:16](=[O:19])[CH:17]([CH2:6][O:1][CH2:2]2)[CH2:20]1)[C:9]1[CH:14]=[CH:13][CH:12]=[CH:11][CH:10]=1. The yield is 0.130.